Dataset: Forward reaction prediction with 1.9M reactions from USPTO patents (1976-2016). Task: Predict the product of the given reaction. (1) Given the reactants [CH2:1]([N:8]1[C:12]2=[N:13][C:14]3[C:19]([C:20]([NH2:21])=[C:11]2[CH2:10][CH2:9]1)=[CH:18][C:17]([Br:22])=[CH:16][CH:15]=3)[C:2]1[CH:7]=[CH:6][CH:5]=[CH:4][CH:3]=1.[C:23](N=P1(N(CC)CC)N(C)C=CN1C)(C)([CH3:25])[CH3:24], predict the reaction product. The product is: [CH2:25]([NH:21][C:20]1[C:19]2[C:14](=[CH:15][CH:16]=[C:17]([Br:22])[CH:18]=2)[N:13]=[C:12]2[N:8]([CH2:1][C:2]3[CH:7]=[CH:6][CH:5]=[CH:4][CH:3]=3)[CH2:9][CH2:10][C:11]=12)[CH:23]=[CH2:24]. (2) The product is: [CH2:14]([O:13][C:11]([C:9]1[CH:10]=[C:6]([C:4]([O:3][CH2:1][CH3:2])=[O:5])[N:7]([C:21]2[CH:20]=[CH:19][CH:18]=[C:17]([Br:16])[CH:22]=2)[N:8]=1)=[O:12])[CH3:15]. Given the reactants [CH2:1]([O:3][C:4]([C:6]1[CH:10]=[C:9]([C:11]([O:13][CH2:14][CH3:15])=[O:12])[NH:8][N:7]=1)=[O:5])[CH3:2].[Br:16][C:17]1[CH:18]=[C:19](B(O)O)[CH:20]=[CH:21][CH:22]=1, predict the reaction product. (3) Given the reactants [F:1][C:2]1([F:24])[CH2:7][CH2:6][C@@H:5]([C:8](=[O:19])[CH2:9][C:10]2[CH:18]=[CH:17][C:13]([C:14](O)=[O:15])=[CH:12][CH:11]=2)[C@H:4]([C:20]([O:22][CH3:23])=[O:21])[CH2:3]1.CN(C(ON1N=NC2C=CC=CC1=2)=[N+](C)C)C.F[P-](F)(F)(F)(F)F.[NH:49]1[CH2:54][CH2:53][O:52][CH2:51][CH2:50]1, predict the reaction product. The product is: [F:1][C:2]1([F:24])[CH2:3][C@@H:4]([C:20]([O:22][CH3:23])=[O:21])[C@H:5]([C:8](=[O:19])[CH2:9][C:10]2[CH:18]=[CH:17][C:13]([C:14]([N:49]3[CH2:54][CH2:53][O:52][CH2:51][CH2:50]3)=[O:15])=[CH:12][CH:11]=2)[CH2:6][CH2:7]1.